This data is from Forward reaction prediction with 1.9M reactions from USPTO patents (1976-2016). The task is: Predict the product of the given reaction. (1) Given the reactants [Br:1][C:2]1[CH:14]=[C:13]2[C:5]([C:6]3[CH:7]=[CH:8][C:9]([C:17]4[NH:21][C:20]([C@@H:22]5[CH2:26][CH2:25][CH2:24][N:23]5[C:27]([O:29]C(C)(C)C)=O)=[N:19][CH:18]=4)=[CH:10][C:11]=3[C:12]2([F:16])[F:15])=[CH:4][CH:3]=1.Cl.O1CCOCC1.[CH3:41][O:42][C:43]([NH:45][C@@H:46]([CH:50]([CH3:52])[CH3:51])C(O)=O)=[O:44].CN(C(ON1N=NC2C=CC=NC1=2)=[N+](C)C)C.F[P-](F)(F)(F)(F)F.C(N(C(C)C)CC)(C)C, predict the reaction product. The product is: [Br:1][C:2]1[CH:14]=[C:13]2[C:5]([C:6]3[CH:7]=[CH:8][C:9]([C:17]4[NH:21][C:20]([C@@H:22]5[CH2:26][CH2:25][CH2:24][N:23]5[C:27](=[O:29])[C@@H:46]([NH:45][C:43](=[O:44])[O:42][CH3:41])[CH:50]([CH3:52])[CH3:51])=[N:19][CH:18]=4)=[CH:10][C:11]=3[C:12]2([F:15])[F:16])=[CH:4][CH:3]=1. (2) The product is: [CH3:20][O:21][C:22]1[CH:27]=[CH:26][C:25]([NH:28][CH:3]([CH3:4])[CH2:2][C:1]([N:6]2[CH2:10][CH2:9][O:8][C:7]2=[O:11])=[O:5])=[CH:24][CH:23]=1. Given the reactants [C:1]([N:6]1[CH2:10][CH2:9][O:8][C:7]1=[O:11])(=[O:5])/[CH:2]=[CH:3]/[CH3:4].FC(F)(F)S(O)(=O)=O.[CH3:20][O:21][C:22]1[CH:27]=[CH:26][C:25]([NH2:28])=[CH:24][CH:23]=1.[Cl-].[NH4+], predict the reaction product.